This data is from Merck oncology drug combination screen with 23,052 pairs across 39 cell lines. The task is: Regression. Given two drug SMILES strings and cell line genomic features, predict the synergy score measuring deviation from expected non-interaction effect. (1) Drug 1: Nc1ccn(C2OC(CO)C(O)C2(F)F)c(=O)n1. Drug 2: Cn1nnc2c(C(N)=O)ncn2c1=O. Cell line: NCIH23. Synergy scores: synergy=-9.58. (2) Drug 1: CCC1=CC2CN(C1)Cc1c([nH]c3ccccc13)C(C(=O)OC)(c1cc3c(cc1OC)N(C)C1C(O)(C(=O)OC)C(OC(C)=O)C4(CC)C=CCN5CCC31C54)C2. Drug 2: CCc1cnn2c(NCc3ccc[n+]([O-])c3)cc(N3CCCCC3CCO)nc12. Cell line: T47D. Synergy scores: synergy=-13.1. (3) Drug 1: CCC1(O)CC2CN(CCc3c([nH]c4ccccc34)C(C(=O)OC)(c3cc4c(cc3OC)N(C)C3C(O)(C(=O)OC)C(OC(C)=O)C5(CC)C=CCN6CCC43C65)C2)C1. Drug 2: Cn1c(=O)n(-c2ccc(C(C)(C)C#N)cc2)c2c3cc(-c4cnc5ccccc5c4)ccc3ncc21. Cell line: A2058. Synergy scores: synergy=15.8. (4) Drug 1: CS(=O)(=O)CCNCc1ccc(-c2ccc3ncnc(Nc4ccc(OCc5cccc(F)c5)c(Cl)c4)c3c2)o1. Drug 2: COC1CC2CCC(C)C(O)(O2)C(=O)C(=O)N2CCCCC2C(=O)OC(C(C)CC2CCC(OP(C)(C)=O)C(OC)C2)CC(=O)C(C)C=C(C)C(O)C(OC)C(=O)C(C)CC(C)C=CC=CC=C1C. Cell line: SKMEL30. Synergy scores: synergy=45.5.